This data is from Full USPTO retrosynthesis dataset with 1.9M reactions from patents (1976-2016). The task is: Predict the reactants needed to synthesize the given product. (1) Given the product [CH3:16][N:15]1[C:11]([C:9]2[S:10][C:3]3[C:4](=[N:5][CH:6]=[CH:7][C:2]=3[NH:29][C:25]3[CH:26]=[C:27]4[C:22](=[CH:23][CH:24]=3)[NH:21][C:20]([CH3:19])=[CH:28]4)[CH:8]=2)=[CH:12][N:13]=[C:14]1[C:17]#[N:18], predict the reactants needed to synthesize it. The reactants are: Cl[C:2]1[CH:7]=[CH:6][N:5]=[C:4]2[CH:8]=[C:9]([C:11]3[N:15]([CH3:16])[C:14]([C:17]#[N:18])=[N:13][CH:12]=3)[S:10][C:3]=12.[CH3:19][C:20]1[NH:21][C:22]2[C:27]([CH:28]=1)=[CH:26][C:25]([NH2:29])=[CH:24][CH:23]=2. (2) Given the product [N:28]([CH:7]([C:9]1[CH:14]=[CH:13][C:12]([C:15]([F:18])([F:17])[F:16])=[N:11][CH:10]=1)[CH2:6][CH:2]1[O:3][CH2:4][CH2:5][O:1]1)=[N+:29]=[N-:30], predict the reactants needed to synthesize it. The reactants are: [O:1]1[CH2:5][CH2:4][O:3][CH:2]1[CH2:6][CH:7]([C:9]1[CH:10]=[N:11][C:12]([C:15]([F:18])([F:17])[F:16])=[CH:13][CH:14]=1)O.C1C=CC(OP(OC2C=CC=CC=2)([N:28]=[N+:29]=[N-:30])=O)=CC=1.N12CCCN=C1CCCCC2. (3) Given the product [CH2:1]([N:8]1[C:17](=[O:18])[C:16]2[C:11](=[CH:12][C:13]([Cl:19])=[CH:14][CH:15]=2)[N:10]=[C:9]1[CH:20]([NH:43][CH2:42][CH2:41][CH2:40][NH:39][C:32](=[O:33])[O:34][C:35]([CH3:37])([CH3:36])[CH3:38])[C:21]([N:23]([CH3:25])[CH3:24])=[O:22])[C:2]1[CH:7]=[CH:6][CH:5]=[CH:4][CH:3]=1, predict the reactants needed to synthesize it. The reactants are: [CH2:1]([N:8]1[C:17](=[O:18])[C:16]2[C:11](=[CH:12][C:13]([Cl:19])=[CH:14][CH:15]=2)[N:10]=[C:9]1[CH:20](Br)[C:21]([N:23]([CH3:25])[CH3:24])=[O:22])[C:2]1[CH:7]=[CH:6][CH:5]=[CH:4][CH:3]=1.CN(C)C=O.[C:32]([NH:39][CH2:40][CH2:41][CH2:42][NH2:43])([O:34][C:35]([CH3:38])([CH3:37])[CH3:36])=[O:33].O. (4) Given the product [C:12]([O:11][C:9]1[CH:17]=[CH:18][C:19]([NH:22][C:23]([C:25]2[CH:30]=[CH:29][C:28]([N:31]3[CH2:32][CH2:33][N:34]([C:37]([O:39][C:40]([CH3:41])([CH3:43])[CH3:42])=[O:38])[CH2:35][CH2:36]3)=[CH:27][CH:26]=2)=[CH2:1])=[CH:20][CH:8]=1)(=[O:13])[CH3:14], predict the reactants needed to synthesize it. The reactants are: [CH3:1]CN(CC)CC.[CH3:8][C:9]([O:11][C:12]([CH3:14])=[O:13])=O.OC1C=[CH:20][C:19]([NH:22][C:23]([C:25]2[CH:30]=[CH:29][C:28]([N:31]3[CH2:36][CH2:35][N:34]([C:37]([O:39][C:40]([CH3:43])([CH3:42])[CH3:41])=[O:38])[CH2:33][CH2:32]3)=[CH:27][CH:26]=2)=O)=[CH:18][CH:17]=1. (5) Given the product [F:13][C:14]1[CH:21]=[CH:20][CH:19]=[CH:18][C:15]=1[CH2:16][N:4]1[CH:3]=[C:2]([I:1])[CH:6]=[N:5]1, predict the reactants needed to synthesize it. The reactants are: [I:1][C:2]1[CH:3]=[N:4][NH:5][CH:6]=1.C(=O)([O-])[O-].[K+].[K+].[F:13][C:14]1[CH:21]=[CH:20][CH:19]=[CH:18][C:15]=1[CH2:16]Br.C(OCC)(=O)C. (6) Given the product [CH3:10][C@H:11]1[CH2:16][N:15]([C:2]2[S:6][N:5]=[CH:4][C:3]=2[N+:7]([O-:9])=[O:8])[CH2:14][C@@H:13]([NH:17][C:18](=[O:24])[O:19][C:20]([CH3:23])([CH3:22])[CH3:21])[CH2:12]1, predict the reactants needed to synthesize it. The reactants are: Br[C:2]1[S:6][N:5]=[CH:4][C:3]=1[N+:7]([O-:9])=[O:8].[CH3:10][C@H:11]1[CH2:16][NH:15][CH2:14][C@@H:13]([NH:17][C:18](=[O:24])[O:19][C:20]([CH3:23])([CH3:22])[CH3:21])[CH2:12]1.CCN(C(C)C)C(C)C. (7) Given the product [CH2:3]([S:2][C:8]1[CH:9]=[CH:10][C:11]([N+:15]([O-:17])=[O:16])=[C:12]([CH:14]=1)[NH2:13])[CH2:4][CH2:5][CH3:6], predict the reactants needed to synthesize it. The reactants are: [Li][S:2][CH2:3][CH2:4][CH2:5][CH3:6].Cl[C:8]1[CH:9]=[CH:10][C:11]([N+:15]([O-:17])=[O:16])=[C:12]([CH:14]=1)[NH2:13].O. (8) Given the product [C:1]([O:5][C:6](=[O:7])[NH:8][CH2:9][CH2:10][CH2:11][C:12](=[O:14])[NH:17][CH2:18][C:19]#[CH:20])([CH3:2])([CH3:3])[CH3:4], predict the reactants needed to synthesize it. The reactants are: [C:1]([O:5][C:6]([NH:8][CH2:9][CH2:10][CH2:11][C:12]([OH:14])=O)=[O:7])([CH3:4])([CH3:3])[CH3:2].Cl.C[N:17](C)[CH2:18][CH2:19][CH2:20]N=C=NCC.C(N(CC)CC)C.C(N)C#C. (9) Given the product [CH3:14][C@H:9]1[CH2:10][O:11][CH2:12][CH2:13][N:8]1[C:6]1[CH:5]=[C:4]([CH2:15][S:16]([C:19]2[CH:24]=[CH:23][CH:22]=[CH:21][CH:20]=2)(=[O:18])=[O:17])[N:3]=[C:2]([C:34]2[CH:35]=[CH:36][C:37]([NH:40][C:41](=[O:47])[O:42][C:43]([CH3:45])([CH3:44])[CH3:46])=[CH:38][CH:39]=2)[N:7]=1, predict the reactants needed to synthesize it. The reactants are: Cl[C:2]1[N:7]=[C:6]([N:8]2[CH2:13][CH2:12][O:11][CH2:10][C@@H:9]2[CH3:14])[CH:5]=[C:4]([CH2:15][S:16]([C:19]2[CH:24]=[CH:23][CH:22]=[CH:21][CH:20]=2)(=[O:18])=[O:17])[N:3]=1.O.CC1(C)C(C)(C)OB([C:34]2[CH:39]=[CH:38][C:37]([NH:40][C:41](=[O:47])[O:42][C:43]([CH3:46])([CH3:45])[CH3:44])=[CH:36][CH:35]=2)O1.C(=O)([O-])[O-].[Na+].[Na+].